This data is from Forward reaction prediction with 1.9M reactions from USPTO patents (1976-2016). The task is: Predict the product of the given reaction. (1) Given the reactants [CH3:1][O:2][C:3]([C:5]1[CH:10]=[C:9]([C:11](=[O:35])[NH:12][C@H:13]([CH2:22][C:23]2[CH:28]=[CH:27][C:26]([C:29]3[CH:34]=[CH:33][CH:32]=[CH:31][CH:30]=3)=[CH:25][CH:24]=2)[CH2:14][C@H:15]([C:17]([O:19][CH2:20][CH3:21])=[O:18])[CH3:16])[N:8]=[C:7](Cl)[N:6]=1)=[O:4].[CH3:37][O-:38].[Na+].O, predict the reaction product. The product is: [CH3:1][O:2][C:3]([C:5]1[CH:10]=[C:9]([C:11](=[O:35])[NH:12][C@H:13]([CH2:22][C:23]2[CH:28]=[CH:27][C:26]([C:29]3[CH:34]=[CH:33][CH:32]=[CH:31][CH:30]=3)=[CH:25][CH:24]=2)[CH2:14][C@H:15]([C:17]([O:19][CH2:20][CH3:21])=[O:18])[CH3:16])[N:8]=[C:7]([O:38][CH3:37])[N:6]=1)=[O:4]. (2) Given the reactants [N:1]1[CH:6]=[CH:5][CH:4]=[CH:3][C:2]=1[C:7]([OH:9])=O.[Cl:10][C:11]1[CH:16]=[CH:15][CH:14]=[CH:13][C:12]=1[C:17]1[C:25]2[C:20](=[N:21][C:22]([S:27][CH3:28])=[N:23][C:24]=2[NH2:26])[NH:19][N:18]=1.C(NC(C)C)(C)C, predict the reaction product. The product is: [Cl:10][C:11]1[CH:16]=[CH:15][CH:14]=[CH:13][C:12]=1[C:17]1[C:25]2[C:20](=[N:21][C:22]([S:27][CH3:28])=[N:23][C:24]=2[NH:26][C:7]([C:2]2[CH:3]=[CH:4][CH:5]=[CH:6][N:1]=2)=[O:9])[NH:19][N:18]=1. (3) Given the reactants [OH:1][C:2]1[CH:9]=[CH:8][CH:7]=[CH:6][C:3]=1[C:4]#[N:5].C(=O)([O-])[O-].[K+].[K+].[CH3:16][CH2:17][CH2:18]Br, predict the reaction product. The product is: [CH2:16]([O:1][C:2]1[CH:9]=[CH:8][CH:7]=[CH:6][C:3]=1[C:4]#[N:5])[CH2:17][CH3:18]. (4) Given the reactants [Cl:1][C:2]1[CH:3]=[C:4]([NH:8][S:9]([C:12]2[CH:13]=[C:14]3[C:18](=[CH:19][CH:20]=2)[NH:17][C:16](=[O:21])[CH2:15]3)(=[O:11])=[O:10])[CH:5]=[CH:6][CH:7]=1.[CH2:22]([N:24]([CH2:39][CH3:40])[CH2:25][CH2:26][NH:27][C:28]([C:30]1[C:34]([CH3:35])=[C:33]([CH:36]=O)[NH:32][C:31]=1[CH3:38])=[O:29])[CH3:23], predict the reaction product. The product is: [CH2:39]([N:24]([CH2:22][CH3:23])[CH2:25][CH2:26][NH:27][C:28]([C:30]1[C:34]([CH3:35])=[C:33]([CH:36]=[C:15]2[C:14]3[C:18](=[CH:19][CH:20]=[C:12]([S:9](=[O:11])(=[O:10])[NH:8][C:4]4[CH:5]=[CH:6][CH:7]=[C:2]([Cl:1])[CH:3]=4)[CH:13]=3)[NH:17][C:16]2=[O:21])[NH:32][C:31]=1[CH3:38])=[O:29])[CH3:40]. (5) The product is: [F:23][C:17]1[CH:18]=[CH:19][CH:20]=[C:21]([F:22])[C:16]=1[C:14]1[O:15][C:11]([C:8]2[CH:9]=[CH:10][C:5]([O:4][CH2:3][CH2:2][NH:28][CH3:27])=[CH:6][CH:7]=2)=[C:12]([C:24]([NH2:26])=[O:25])[N:13]=1. Given the reactants Cl[CH2:2][CH2:3][O:4][C:5]1[CH:10]=[CH:9][C:8]([C:11]2[O:15][C:14]([C:16]3[C:21]([F:22])=[CH:20][CH:19]=[CH:18][C:17]=3[F:23])=[N:13][C:12]=2[C:24]([NH2:26])=[O:25])=[CH:7][CH:6]=1.[CH3:27][NH:28]CC1C=CC=CC=1.COC1C=CC(C2NC(C(N)=O)=C(C3C=CC(OC)=CC=3)N=2)=CC=1, predict the reaction product. (6) Given the reactants [CH3:1][C:2]1[S:6][C:5]([C:7]2[CH:12]=[CH:11][N:10]=[CH:9][C:8]=2[N:13]2[CH2:18][CH2:17][CH:16]([C:19]([O:21]CC)=[O:20])[CH2:15][CH2:14]2)=[N:4][N:3]=1.C1COCC1.[OH-].[Na+].Cl, predict the reaction product. The product is: [CH3:1][C:2]1[S:6][C:5]([C:7]2[CH:12]=[CH:11][N:10]=[CH:9][C:8]=2[N:13]2[CH2:14][CH2:15][CH:16]([C:19]([OH:21])=[O:20])[CH2:17][CH2:18]2)=[N:4][N:3]=1. (7) Given the reactants [Cl:1][C:2]1[N:7]=[C:6]([O:8][C:9]2[CH:10]=[C:11]([CH:15]=[C:16]3[CH2:21][CH2:20][C:19](=O)[CH2:18][CH2:17]3)[CH:12]=[CH:13][CH:14]=2)[CH:5]=[CH:4][C:3]=1[C:23]([F:26])([F:25])[F:24].[NH3:27].C(O)C.[BH4-].[Na+], predict the reaction product. The product is: [Cl:1][C:2]1[N:7]=[C:6]([O:8][C:9]2[CH:10]=[C:11]([CH:15]=[C:16]3[CH2:21][CH2:20][CH:19]([NH2:27])[CH2:18][CH2:17]3)[CH:12]=[CH:13][CH:14]=2)[CH:5]=[CH:4][C:3]=1[C:23]([F:26])([F:25])[F:24].